Predict which catalyst facilitates the given reaction. From a dataset of Catalyst prediction with 721,799 reactions and 888 catalyst types from USPTO. (1) Reactant: [NH2:1][C@@H:2]([CH2:5][C:6]1[CH:11]=[CH:10][CH:9]=[CH:8][CH:7]=1)[CH2:3][OH:4].[ClH:12]. Product: [ClH:12].[NH2:1][C@@H:2]([CH2:5][C:6]1[CH:11]=[CH:10][CH:9]=[CH:8][CH:7]=1)[CH2:3][OH:4]. The catalyst class is: 6. (2) Reactant: [CH2:1]([N:3]1[C:7](C(O)=O)=[CH:6][C:5]([C:11]([F:14])([F:13])[F:12])=[N:4]1)[CH3:2].[C:15](Cl)(=[O:19])C(Cl)=O.N[C:22]1[C:33]([CH3:34])=[CH:32][CH:31]=[CH:30][C:23]=1[C:24]([NH:26][CH:27]([CH3:29])[CH3:28])=[O:25].C([N:38](CC)C(C)C)(C)C. Product: [CH2:1]([N:3]1[C:7]([NH:38][C:15]([C:22]2[C:33]([CH3:34])=[CH:32][CH:31]=[CH:30][C:23]=2[C:24]([NH:26][CH:27]([CH3:29])[CH3:28])=[O:25])=[O:19])=[CH:6][C:5]([C:11]([F:12])([F:13])[F:14])=[N:4]1)[CH3:2]. The catalyst class is: 832.